From a dataset of Forward reaction prediction with 1.9M reactions from USPTO patents (1976-2016). Predict the product of the given reaction. Given the reactants [Cl:1][C:2]1[CH:3]=[CH:4][C:5]([O:11][CH3:12])=[C:6](B(O)O)[CH:7]=1.[NH2:13][C:14]1[C:19](Br)=[CH:18][CH:17]=[CH:16][N:15]=1, predict the reaction product. The product is: [Cl:1][C:2]1[CH:3]=[CH:4][C:5]([O:11][CH3:12])=[C:6]([C:19]2[C:14]([NH2:13])=[N:15][CH:16]=[CH:17][CH:18]=2)[CH:7]=1.